This data is from Full USPTO retrosynthesis dataset with 1.9M reactions from patents (1976-2016). The task is: Predict the reactants needed to synthesize the given product. (1) Given the product [N:81]([C@@H:16]1[CH2:15][N:14]2[C:13]3[CH:12]=[C:11]([C:35]([O:37][CH3:38])=[O:36])[CH:10]=[CH:9][C:8]=3[C:7]([CH:1]3[CH2:2][CH2:3][CH2:4][CH2:5][CH2:6]3)=[C:21]2[C:20]2[CH:22]=[CH:23][C:24]([O:26][CH2:27][C:28]3[CH:33]=[CH:32][CH:31]=[CH:30][N:29]=3)=[CH:25][C:19]=2[O:18][CH2:17]1)=[N+:82]=[N-:83], predict the reactants needed to synthesize it. The reactants are: [CH:1]1([C:7]2[C:8]3[CH:9]=[CH:10][C:11]([C:35]([O:37][CH3:38])=[O:36])=[CH:12][C:13]=3[N:14]3[C:21]=2[C:20]2[CH:22]=[CH:23][C:24]([O:26][CH2:27][C:28]4[CH:33]=[CH:32][CH:31]=[CH:30][N:29]=4)=[CH:25][C:19]=2[O:18][CH2:17][C@@H:16](O)[CH2:15]3)[CH2:6][CH2:5][CH2:4][CH2:3][CH2:2]1.C1C=CC(P(C2C=CC=CC=2)C2C=CC=CC=2)=CC=1.CCN(C(C)C)C(C)C.C1C=CC(P([N:81]=[N+:82]=[N-:83])(C2C=CC=CC=2)=O)=CC=1. (2) Given the product [CH3:1][C:2]1[N:3]([C:4]2[CH:12]=[CH:11][CH:10]=[CH:9][C:5]=2[C:6]([OH:7])=[O:8])[N:15]=[N:14][N:13]=1, predict the reactants needed to synthesize it. The reactants are: [CH3:1][C:2]1[O:7][C:6](=[O:8])[C:5]2[CH:9]=[CH:10][CH:11]=[CH:12][C:4]=2[N:3]=1.[N-:13]=[N+:14]=[N-:15].[Na+].[OH-].[Na+].Cl. (3) Given the product [C:14]([OH:27])(=[O:26])[CH:15]=[CH2:16].[NH2:8][C:9]([O:61][CH2:60][CH3:59])=[O:10], predict the reactants needed to synthesize it. The reactants are: CC1C(N=C=O)=CC([N:8]=[C:9]=[O:10])=CC=1.[C:14]([O-:27])(=[O:26])[CH2:15][CH2:16]CCCCCCCCC.[C:14]([O-:27])(=[O:26])[CH2:15][CH2:16]CCCCCCCCC.C([Sn+2]CCCC)CCC.C(C1[C:60]([OH:61])=[C:59](C(C)(C)C)C=C(C)C=1)(C)(C)C.C(OCCO)(=O)C=C.CCCCO[C@H](CO)CC. (4) Given the product [NH:13]1[C:9]([CH:7]([C:2]2[CH:3]=[CH:4][CH:5]=[CH:6][N:1]=2)[C:33]2[CH:34]=[CH:35][CH:36]=[C:37]3[C:42]=2[N:41]=[CH:40][CH:39]=[CH:38]3)=[CH:10][N:11]=[CH:12]1, predict the reactants needed to synthesize it. The reactants are: [N:1]1[CH:6]=[CH:5][CH:4]=[CH:3][C:2]=1[C:7]([C:33]1[CH:34]=[CH:35][CH:36]=[C:37]2[C:42]=1[N:41]=[CH:40][CH:39]=[CH:38]2)([C:9]1[N:13](C(C2C=CC=CC=2)(C2C=CC=CC=2)C2C=CC=CC=2)[CH:12]=[N:11][CH:10]=1)O.[OH-].[Na+]. (5) Given the product [NH2:1][C@@H:2]([C:7]1[CH:12]=[CH:11][C:10]([F:13])=[CH:9][CH:8]=1)[C:20]([CH3:21])([OH:19])[CH3:14], predict the reactants needed to synthesize it. The reactants are: [NH2:1][C@@H:2]([C:7]1[CH:12]=[CH:11][C:10]([F:13])=[CH:9][CH:8]=1)C(OC)=O.[CH3:14][Mg]Br.C([O:19][CH2:20][CH3:21])C. (6) Given the product [Cl:1][C:2]1[CH:7]=[CH:6][C:5]([NH:8][S:9]([C:12]2[CH:13]=[CH:14][C:15]([N:18]3[CH2:23][CH2:22][N:21]([CH2:34][C:33]([F:44])([F:43])[F:32])[CH2:20][CH2:19]3)=[CH:16][CH:17]=2)(=[O:10])=[O:11])=[C:4]([C:24]([C:26]2[CH:27]=[CH:28][N:29]=[CH:30][CH:31]=2)=[O:25])[CH:3]=1, predict the reactants needed to synthesize it. The reactants are: [Cl:1][C:2]1[CH:7]=[CH:6][C:5]([NH:8][S:9]([C:12]2[CH:17]=[CH:16][C:15]([N:18]3[CH2:23][CH2:22][NH:21][CH2:20][CH2:19]3)=[CH:14][CH:13]=2)(=[O:11])=[O:10])=[C:4]([C:24]([C:26]2[CH:31]=[CH:30][N:29]=[CH:28][CH:27]=2)=[O:25])[CH:3]=1.[F:32][C:33]([F:44])([F:43])[CH2:34]OS(C(F)(F)F)(=O)=O.